This data is from Full USPTO retrosynthesis dataset with 1.9M reactions from patents (1976-2016). The task is: Predict the reactants needed to synthesize the given product. (1) Given the product [CH2:9]([N:4]1[CH2:5][CH2:6][CH2:7][CH2:8][CH:3]1[CH2:2][N:25]1[CH:26]=[CH:27][C:23]([C:20]2[CH:21]=[CH:22][C:17]([F:16])=[CH:18][CH:19]=2)=[N:24]1)[C:10]1[CH:15]=[CH:14][CH:13]=[CH:12][CH:11]=1, predict the reactants needed to synthesize it. The reactants are: Br[CH2:2][CH:3]1[CH2:8][CH2:7][CH2:6][CH2:5][N:4]1[CH2:9][C:10]1[CH:15]=[CH:14][CH:13]=[CH:12][CH:11]=1.[F:16][C:17]1[CH:22]=[CH:21][C:20]([C:23]2[CH:27]=[CH:26][NH:25][N:24]=2)=[CH:19][CH:18]=1. (2) Given the product [Br:1][C:2]1[CH:7]=[CH:6][C:5]([C:8]([N:10]2[CH2:11][CH2:12][O:13][CH2:14][CH2:15]2)=[O:9])=[C:4]([CH2:16][OH:17])[CH:3]=1, predict the reactants needed to synthesize it. The reactants are: [Br:1][C:2]1[CH:7]=[CH:6][C:5]([C:8]([N:10]2[CH2:15][CH2:14][O:13][CH2:12][CH2:11]2)=[O:9])=[C:4]([CH2:16][O:17][Si](C(C)(C)C)(C)C)[CH:3]=1.[F-].C([N+](CCCC)(CCCC)CCCC)CCC. (3) The reactants are: [CH3:1][S:2]([C:5]1[CH:10]=[CH:9][C:8]([CH:11]([CH2:16][CH:17]2[CH2:21][CH2:20][O:19][CH2:18]2)[C:12]([O:14]C)=[O:13])=[CH:7][CH:6]=1)(=[O:4])=[O:3].[OH-].[Na+].Cl. Given the product [CH3:1][S:2]([C:5]1[CH:6]=[CH:7][C:8]([CH:11]([CH2:16][CH:17]2[CH2:21][CH2:20][O:19][CH2:18]2)[C:12]([OH:14])=[O:13])=[CH:9][CH:10]=1)(=[O:4])=[O:3], predict the reactants needed to synthesize it. (4) Given the product [Cl:5][CH2:20][CH:19]=[CH:18][C:15]1[S:16][CH:17]=[C:13]([C:10]2[CH:11]=[CH:12][C:7]([F:6])=[CH:8][CH:9]=2)[N:14]=1, predict the reactants needed to synthesize it. The reactants are: CS([Cl:5])(=O)=O.[F:6][C:7]1[CH:12]=[CH:11][C:10]([C:13]2[N:14]=[C:15]([CH:18]=[CH:19][CH2:20]O)[S:16][CH:17]=2)=[CH:9][CH:8]=1.C(N(CC)CC)C. (5) Given the product [Br:26][C:15]1[C:14]2[C:18](=[CH:19][C:8]([C:3]3[CH:4]=[CH:5][CH:6]=[CH:7][C:2]=3[Cl:1])=[C:9]3[C:13]=2[C:12](=[O:24])[NH:11][C:10]3=[O:25])[N:17]([CH2:20][CH2:21][O:22][CH3:23])[CH:16]=1, predict the reactants needed to synthesize it. The reactants are: [Cl:1][C:2]1[CH:7]=[CH:6][CH:5]=[CH:4][C:3]=1[C:8]1[CH:19]=[C:18]2[C:14]([CH:15]=[CH:16][N:17]2[CH2:20][CH2:21][O:22][CH3:23])=[C:13]2[C:9]=1[C:10](=[O:25])[NH:11][C:12]2=[O:24].[Br:26]Br.S(S([O-])=O)([O-])(=O)=O.[Na+].[Na+]. (6) Given the product [C:3](=[N:16][O:17][CH2:19][C:20]([N:22]1[CH2:31][CH2:30][C:29]2[C:24](=[CH:25][CH:26]=[CH:27][CH:28]=2)[CH2:23]1)=[O:21])([C:10]1[CH:11]=[CH:12][CH:13]=[CH:14][CH:15]=1)[C:4]1[CH:9]=[CH:8][CH:7]=[CH:6][CH:5]=1, predict the reactants needed to synthesize it. The reactants are: [H-].[Na+].[C:3](=[N:16][OH:17])([C:10]1[CH:15]=[CH:14][CH:13]=[CH:12][CH:11]=1)[C:4]1[CH:9]=[CH:8][CH:7]=[CH:6][CH:5]=1.Cl[CH2:19][C:20]([N:22]1[CH2:31][CH2:30][C:29]2[C:24](=[CH:25][CH:26]=[CH:27][CH:28]=2)[CH2:23]1)=[O:21].